Dataset: Full USPTO retrosynthesis dataset with 1.9M reactions from patents (1976-2016). Task: Predict the reactants needed to synthesize the given product. (1) Given the product [CH3:55][C:56]1([CH3:78])[CH2:61][CH2:60][CH2:59][N:58]([CH2:62][CH2:63][CH2:64][O:65][C:66]2[CH:67]=[CH:68][C:69]([CH:72]3[CH2:73][CH2:74][N:75]([C:16]([C:9]4[C:10]5[C:15](=[CH:14][CH:13]=[CH:12][CH:11]=5)[C:6]([CH2:5][CH2:4][C:3]([O:2][CH3:1])=[O:19])=[CH:7][CH:8]=4)=[O:18])[CH2:76][CH2:77]3)=[CH:70][CH:71]=2)[CH2:57]1, predict the reactants needed to synthesize it. The reactants are: [CH3:1][O:2][C:3](=[O:19])[CH2:4][CH2:5][C:6]1[C:15]2[C:10](=[CH:11][CH:12]=[CH:13][CH:14]=2)[C:9]([C:16]([OH:18])=O)=[CH:8][CH:7]=1.CN(C(ON1N=NC2C=CC=CC1=2)=[N+](C)C)C.F[P-](F)(F)(F)(F)F.C(N(C(C)C)CC)(C)C.Cl.Cl.[CH3:55][C:56]1([CH3:78])[CH2:61][CH2:60][CH2:59][N:58]([CH2:62][CH2:63][CH2:64][O:65][C:66]2[CH:71]=[CH:70][C:69]([CH:72]3[CH2:77][CH2:76][NH:75][CH2:74][CH2:73]3)=[CH:68][CH:67]=2)[CH2:57]1. (2) Given the product [CH:16]1[CH:15]=[CH:14][C:13]([NH:12][C:19]([CH2:20][CH2:21][CH2:22][CH2:23][CH2:24][CH2:25][C:26]([NH:28][OH:9])=[O:27])=[O:36])=[CH:18][CH:17]=1, predict the reactants needed to synthesize it. The reactants are: C1(=O)OC(=[O:9])CCCCCC1.[NH2:12][C:13]1[CH:18]=[CH:17][CH:16]=[CH:15][CH:14]=1.[C:19]([OH:36])(=O)[CH2:20][CH2:21][CH2:22][CH2:23][CH2:24][CH2:25][C:26]([NH:28]C1C=CC=CC=1)=[O:27].ClC(OCC)=O.